Dataset: Reaction yield outcomes from USPTO patents with 853,638 reactions. Task: Predict the reaction yield, written as a fraction of the theoretical maximum amount of product (1.0 means a 100% yield; for example, 0.34 means a 34% yield). (1) The yield is 0.450. The reactants are [CH3:1][N:2]1[CH:6]=[CH:5][CH:4]=[N:3]1.C([Li])(C)(C)C.[O:12]1[CH2:14][CH2:13]1.[Cl-].[NH4+]. The product is [CH3:1][N:2]1[C:6]([CH2:14][CH2:13][OH:12])=[CH:5][CH:4]=[N:3]1. The catalyst is C1COCC1. (2) The reactants are Cl[C:2]1[N:7]=[C:6]([O:8][CH3:9])[N:5]=[C:4]([NH:10][C:11]2[CH:16]=[CH:15][C:14]([N:17]3[CH:21]=[C:20]([CH3:22])[N:19]=[CH:18]3)=[C:13]([O:23][CH3:24])[CH:12]=2)[N:3]=1.[OH:25][C:26]1[CH:31]=[CH:30][CH:29]=[CH:28][C:27]=1[C:32]([F:35])([F:34])[F:33].C(=O)([O-])[O-].[K+].[K+].O. The catalyst is C(#N)C. The product is [CH3:24][O:23][C:13]1[CH:12]=[C:11]([NH:10][C:4]2[N:5]=[C:6]([O:8][CH3:9])[N:7]=[C:2]([O:25][C:26]3[CH:31]=[CH:30][CH:29]=[CH:28][C:27]=3[C:32]([F:33])([F:34])[F:35])[N:3]=2)[CH:16]=[CH:15][C:14]=1[N:17]1[CH:21]=[C:20]([CH3:22])[N:19]=[CH:18]1. The yield is 0.450. (3) The reactants are [CH2:1]([C:3]1([CH2:22][CH3:23])[C:8]2[CH:9]=[C:10](/[C:13](/[CH:18]([CH3:20])[CH3:19])=[CH:14]/[C:15]([NH2:17])=O)[CH:11]=[CH:12][C:7]=2[NH:6][C:5](=[O:21])[O:4]1)[CH3:2].S(Cl)(Cl)=O. The catalyst is O1CCOCC1. The product is [CH2:22]([C:3]1([CH2:1][CH3:2])[C:8]2[CH:9]=[C:10](/[C:13](/[CH:18]([CH3:19])[CH3:20])=[CH:14]/[C:15]#[N:17])[CH:11]=[CH:12][C:7]=2[NH:6][C:5](=[O:21])[O:4]1)[CH3:23]. The yield is 0.210.